Dataset: Catalyst prediction with 721,799 reactions and 888 catalyst types from USPTO. Task: Predict which catalyst facilitates the given reaction. Reactant: CC[O:3][C:4]([CH:6]1[CH2:11][N:10]([C:12]([O:14][C:15]([CH3:18])([CH3:17])[CH3:16])=[O:13])[C:9]2[CH:19]=[C:20]([Cl:24])[C:21]([Br:23])=[CH:22][C:8]=2[O:7]1)=[O:5].[Li+].[OH-]. Product: [C:15]([O:14][C:12]([N:10]1[C:9]2[CH:19]=[C:20]([Cl:24])[C:21]([Br:23])=[CH:22][C:8]=2[O:7][CH:6]([C:4]([OH:5])=[O:3])[CH2:11]1)=[O:13])([CH3:18])([CH3:16])[CH3:17]. The catalyst class is: 20.